This data is from Reaction yield outcomes from USPTO patents with 853,638 reactions. The task is: Predict the reaction yield, written as a fraction of the theoretical maximum amount of product (1.0 means a 100% yield; for example, 0.34 means a 34% yield). (1) The reactants are [Br:1][C:2]1[CH:3]=[C:4]([CH:13]=[CH:14][CH:15]=1)[C:5]([C:7]1[CH:12]=[CH:11][CH:10]=[CH:9][CH:8]=1)=[O:6].[BH4-].[Na+]. The catalyst is CO.O. The product is [Br:1][C:2]1[CH:3]=[C:4]([CH:5]([C:7]2[CH:12]=[CH:11][CH:10]=[CH:9][CH:8]=2)[OH:6])[CH:13]=[CH:14][CH:15]=1. The yield is 0.790. (2) The reactants are [NH3:1].S(O[N:13]=[C:14]([C:19]1[CH:24]=[CH:23][C:22]([CH2:25][O:26][Si:27]([C:30]([CH3:33])([CH3:32])[CH3:31])([CH3:29])[CH3:28])=[CH:21][CH:20]=1)[C:15]([F:18])([F:17])[F:16])(C1C=CC(C)=CC=1)(=O)=O. The catalyst is CCOCC. The product is [C:30]([Si:27]([CH3:28])([CH3:29])[O:26][CH2:25][C:22]1[CH:23]=[CH:24][C:19]([C:14]2([C:15]([F:16])([F:18])[F:17])[NH:13][NH:1]2)=[CH:20][CH:21]=1)([CH3:32])([CH3:33])[CH3:31]. The yield is 0.870. (3) The reactants are [CH3:1][C:2]([CH3:34])([CH3:33])[CH2:3][C:4]([NH:6][C:7]1[C:8]([CH3:32])=[C:9]([CH3:31])[C:10]2[O:14][CH2:13][CH:12]([C:15]3[CH:20]=[CH:19][C:18]([CH:21]([CH3:28])[CH2:22][C:23](OCC)=[O:24])=[CH:17][CH:16]=3)[C:11]=2[C:29]=1[CH3:30])=[O:5]. The catalyst is C(OCC)(=O)C.CCCCCC. The product is [OH:24][CH2:23][CH2:22][CH:21]([C:18]1[CH:19]=[CH:20][C:15]([CH:12]2[C:11]3[C:29]([CH3:30])=[C:7]([NH:6][C:4](=[O:5])[CH2:3][C:2]([CH3:33])([CH3:1])[CH3:34])[C:8]([CH3:32])=[C:9]([CH3:31])[C:10]=3[O:14][CH2:13]2)=[CH:16][CH:17]=1)[CH3:28]. The yield is 0.850. (4) The reactants are [CH3:1][C:2]1[S:23][C:5]2[N:6]=[C:7]([CH2:11][N:12]3[CH:16]=[C:15]([CH:17]=O)[C:14]([C:19]([F:22])([F:21])[F:20])=[N:13]3)[NH:8][C:9](=[O:10])[C:4]=2[CH:3]=1.[S:24]1[CH:28]=[CH:27][N:26]=[C:25]1[CH2:29][NH2:30].C(O)(=O)C.C(O[BH-](OC(=O)C)OC(=O)C)(=O)C.[Na+]. The catalyst is C(Cl)Cl. The product is [CH3:1][C:2]1[S:23][C:5]2[N:6]=[C:7]([CH2:11][N:12]3[CH:16]=[C:15]([CH2:17][NH:30][CH2:29][C:25]4[S:24][CH:28]=[CH:27][N:26]=4)[C:14]([C:19]([F:22])([F:21])[F:20])=[N:13]3)[NH:8][C:9](=[O:10])[C:4]=2[CH:3]=1. The yield is 0.240.